This data is from Reaction yield outcomes from USPTO patents with 853,638 reactions. The task is: Predict the reaction yield, written as a fraction of the theoretical maximum amount of product (1.0 means a 100% yield; for example, 0.34 means a 34% yield). The catalyst is CN(C)C=O. The reactants are [OH:1][CH2:2][CH2:3][C@@H:4]1[O:8][C:7]([CH3:10])([CH3:9])[O:6][C:5]1=[O:11].N1C=CN=C1.[C:17]([Si:21]([CH3:24])([CH3:23])Cl)([CH3:20])([CH3:19])[CH3:18].O. The product is [C:17]([Si:21]([CH3:24])([CH3:23])[O:1][CH2:2][CH2:3][C@@H:4]1[O:8][C:7]([CH3:9])([CH3:10])[O:6][C:5]1=[O:11])([CH3:20])([CH3:19])[CH3:18]. The yield is 0.740.